Dataset: Full USPTO retrosynthesis dataset with 1.9M reactions from patents (1976-2016). Task: Predict the reactants needed to synthesize the given product. (1) Given the product [CH3:1][O:2][C:3]1[CH:4]=[C:5]([CH:31]=[CH:32][CH:33]=1)[CH2:6][NH:7][C:8]([C:10]1[NH:11][C:12](=[O:30])[C:13]2[C:18]([CH2:19][O:20][CH2:21][C@@H:22]3[CH2:27][O:26][C@@H:25]([C:28]([OH:35])=[O:29])[CH2:24][O:23]3)=[CH:17][S:16][C:14]=2[N:15]=1)=[O:9], predict the reactants needed to synthesize it. The reactants are: [CH3:1][O:2][C:3]1[CH:4]=[C:5]([CH:31]=[CH:32][CH:33]=1)[CH2:6][NH:7][C:8]([C:10]1[NH:11][C:12](=[O:30])[C:13]2[C:18]([CH2:19][O:20][CH2:21][C@H:22]3[CH2:27][O:26][C@H:25]([CH2:28][OH:29])[CH2:24][O:23]3)=[CH:17][S:16][C:14]=2[N:15]=1)=[O:9].[Cr](O[Cr]([O-])(=O)=O)([O-])(=O)=[O:35].[NH+]1C=CC=CC=1.[NH+]1C=CC=CC=1. (2) Given the product [NH2:1][C:2]1[CH:3]=[CH:4][C:5]([F:25])=[C:6]([C@:8]2([CH2:23][F:24])[C@H:14]3[C@:12]([CH2:15][O:16][CH:17]([CH3:26])[CH3:18])([CH2:13]3)[S:11][C:10]([NH2:22])=[N:9]2)[CH:7]=1, predict the reactants needed to synthesize it. The reactants are: [NH2:1][C:2]1[CH:3]=[CH:4][C:5]([F:25])=[C:6]([C@:8]2([CH2:23][F:24])[C@H:14]3[C@:12]([CH2:15][O:16][CH2:17][C:18](F)(F)F)([CH2:13]3)[S:11][C:10]([NH2:22])=[N:9]2)[CH:7]=1.[C:26](OC(=O)NC1S[C@]2(COC(C)C)[C@H]([C@](C3C=C(Br)C=CC=3F)(CF)N=1)C2)(C)(C)C. (3) Given the product [N:1]([C@@H:4]1[CH2:8][CH2:7][N:6]([C:9]([O:11][C:12]([CH3:13])([CH3:14])[CH3:15])=[O:10])[C@@H:5]1[C:16]([OH:18])=[O:17])=[N+:2]=[N-:3], predict the reactants needed to synthesize it. The reactants are: [N:1]([C@@H:4]1[CH2:8][CH2:7][N:6]([C:9]([O:11][C:12]([CH3:15])([CH3:14])[CH3:13])=[O:10])[C@@H:5]1[C:16]([O:18]C(C)(C)C)=[O:17])=[N+:2]=[N-:3].C(O)(C(F)(F)F)=O.[OH-].[Na+].C(OC(OC(C)(C)C)=O)(OC(C)(C)C)=O.Cl. (4) The reactants are: [C:1]([C:4]1[C:12]2[C:7](=[CH:8][C:9]([O:13][C:14]3[N:19]=[CH:18][CH:17]=[CH:16][N:15]=3)=[CH:10][CH:11]=2)[N:6]([CH2:20][C:21](O)=[O:22])[CH:5]=1)(=[O:3])[CH3:2].Cl.[Cl:25][C:26]1[C:27]([F:42])=[C:28]([CH:39]=[CH:40][CH:41]=1)[CH2:29][NH:30][C:31]([C@@H:33]1[CH2:37][C@@H:36]([F:38])[CH2:35][NH:34]1)=[O:32].CN(C(ON1N=NC2C=CC=NC1=2)=[N+](C)C)C.F[P-](F)(F)(F)(F)F.CCN(C(C)C)C(C)C. Given the product [C:1]([C:4]1[C:12]2[C:7](=[CH:8][C:9]([O:13][C:14]3[N:15]=[CH:16][CH:17]=[CH:18][N:19]=3)=[CH:10][CH:11]=2)[N:6]([CH2:20][C:21]([N:34]2[CH2:35][C@H:36]([F:38])[CH2:37][C@H:33]2[C:31]([NH:30][CH2:29][C:28]2[CH:39]=[CH:40][CH:41]=[C:26]([Cl:25])[C:27]=2[F:42])=[O:32])=[O:22])[CH:5]=1)(=[O:3])[CH3:2], predict the reactants needed to synthesize it. (5) Given the product [S:9]1[CH:10]=[CH:11][CH:12]=[C:8]1[C:6]1[N:7]=[C:2]([NH:25][C:26]2[CH:36]=[CH:35][C:29]3[O:30][CH2:31][C:32](=[O:34])[NH:33][C:28]=3[CH:27]=2)[C:3]2[NH:15][N:14]=[CH:13][C:4]=2[N:5]=1, predict the reactants needed to synthesize it. The reactants are: Cl[C:2]1[C:3]2[C:4](=[CH:13][N:14](CC3C=CC(OC)=CC=3)[N:15]=2)[N:5]=[C:6]([C:8]2[S:9][CH:10]=[CH:11][CH:12]=2)[N:7]=1.[NH2:25][C:26]1[CH:36]=[CH:35][C:29]2[O:30][CH2:31][C:32](=[O:34])[NH:33][C:28]=2[CH:27]=1.Cl. (6) Given the product [CH3:36][C:37]([CH3:42])([CH3:41])[C:38]([O:32][C:31]1[CH:30]2[CH:25]([C:24](=[O:34])[C:23]=1[C:19]1[C:18]([CH3:35])=[CH:17][C:16]([O:15][CH2:8][C:9]3[CH:14]=[CH:13][CH:12]=[CH:11][CH:10]=3)=[CH:21][C:20]=1[CH3:22])[CH:26]1[O:33][CH:29]2[CH:28]=[CH:27]1)=[O:39], predict the reactants needed to synthesize it. The reactants are: C(N(CC)CC)C.[CH2:8]([O:15][C:16]1[CH:21]=[C:20]([CH3:22])[C:19]([CH:23]2[C:31](=[O:32])[CH:30]3[CH:25]([CH:26]4[O:33][CH:29]3[CH:28]=[CH:27]4)[C:24]2=[O:34])=[C:18]([CH3:35])[CH:17]=1)[C:9]1[CH:14]=[CH:13][CH:12]=[CH:11][CH:10]=1.[CH3:36][C:37]([CH3:42])([CH3:41])[C:38](Cl)=[O:39]. (7) The reactants are: [CH:1]([N:3]1[CH:7]=[CH:6][N:5]=[CH:4]1)=[CH2:2].[CH2:8]([Br:22])[CH2:9][CH2:10][CH2:11][CH2:12][CH2:13][CH2:14][CH2:15][CH2:16][CH2:17][CH2:18][CH2:19][CH2:20][CH3:21].CO. Given the product [Br-:22].[CH:1]([N+:3]1[CH:7]=[CH:6][N:5]([CH2:21][CH2:20][CH2:19][CH2:18][CH2:17][CH2:16][CH2:15][CH2:14][CH2:13][CH2:12][CH2:11][CH2:10][CH2:9][CH3:8])[CH:4]=1)=[CH2:2], predict the reactants needed to synthesize it.